Dataset: Experimentally validated miRNA-target interactions with 360,000+ pairs, plus equal number of negative samples. Task: Binary Classification. Given a miRNA mature sequence and a target amino acid sequence, predict their likelihood of interaction. (1) The miRNA is mmu-miR-465a-5p with sequence UAUUUAGAAUGGCACUGAUGUGA. The protein sequence of the target gene is MTSTGKDGGGAQHAQYVGPYRLEKTLGKGQTGLVKLGIHCVTCQKVAIKIVNREKLSESVLMKVEREIAILKLIEHPHVLKLHDVYENKKYLYLVLEHVSGGELFDYLVKKGRLTPKEARKFFRQIISALDFCHSHSICHRDLKPENLLLDERNNIRIADFGMASLQVGDSLLETSCGSPHYACPEVIRGEKYDGRKADVWSCGVILFALLVGALPFDDDNLRQLLEKVKRGVFHMPHFIPPDCQSLLRGMIEVDAARRLTLEHIQKHIWYIGGKNEPEPEQPIPRKVQIRSLPSLEDID.... Result: 0 (no interaction). (2) The miRNA is hsa-miR-657 with sequence GGCAGGUUCUCACCCUCUCUAGG. The protein sequence of the target gene is MTLLLVSLLLASLLQISSGNKANKHKPWIEAEYQGIVMENDNTVLLNPPLFALDKDAPLRYAGEICGFRLHGSGVPFEAVILDKATGEGLIRAKEPVDCEAQKEHTFTIQAYDCGEGPDGTNTKKSHKATVHVRVNDVNEFAPVFVERLYRAAVTEGKLYDRILRVEAIDGDCSPQYSQICYYEILTPNTPFLIDNDGNIENTEKLQYSGEKLYKFTVTAYDCGKKRAADDAEVEIQVKPTCKPSWQGWNKRIEYAPGAGSLALFPGIRLETCDEPLWNIQATIELQTSHVAKGCDRDNY.... Result: 0 (no interaction). (3) The miRNA is hsa-miR-99b-5p with sequence CACCCGUAGAACCGACCUUGCG. The protein sequence of the target gene is MEPSQCVEELEDDVFQPEDGEPVTQPGSLLSADLFAQSLLDCPLSRLQLFPLTHCCGPGLRPTSQEDKATQTLSPASPSQGVMLPCGVTEEPQRLFYGNAGYRLPLPASFPAVLPIGEQPPEGQWQHQAEVQIARKLQCIADQFHRLHVQQHQQNQNRVWWQILLFLHNLALNGEENRNGAGPR. Result: 0 (no interaction). (4) The miRNA is mmu-miR-218-5p with sequence UUGUGCUUGAUCUAACCAUGU. The protein sequence of the target gene is MPGAGDGVEESCSGGEGAVPGTGSEAGAVAGREPSRLCGYLQKLSGKGPLRGYRSRWFVFDSRRCYLYYFKSPQDALPLGHLDIADACFSYQGRDEAAEPGADPPTHFQVHSAGAVTVLKAPNRELMTYWLQELQQKRWEYCNSLDMMKWDSRTSPTPGDFPKGLVARDTTDIISQHPNPSAEKARTVLAVEAAPGELVGDRAAHQPAPGHPNPINFYSLKQWGNELKNSMSSFRPGRGHSESRRTVFYTNEEWELLDPPPKDLEESLVPEERKKPMPEGSKGVASSGFPFEFGRNPYKG.... Result: 0 (no interaction).